From a dataset of Reaction yield outcomes from USPTO patents with 853,638 reactions. Predict the reaction yield, written as a fraction of the theoretical maximum amount of product (1.0 means a 100% yield; for example, 0.34 means a 34% yield). (1) The reactants are Br[C:2]1[C:10]2[NH:9][C:8](=[O:11])[N:7]([CH3:12])[C:6]=2[C:5]([CH:13]([CH2:16][CH3:17])[CH2:14][CH3:15])=[CH:4][CH:3]=1.[CH3:18][Sn](C)(C)C. The catalyst is CN(C)P(=O)(N(C)C)N(C)C.O.C1C=CC([P]([Pd]([P](C2C=CC=CC=2)(C2C=CC=CC=2)C2C=CC=CC=2)([P](C2C=CC=CC=2)(C2C=CC=CC=2)C2C=CC=CC=2)[P](C2C=CC=CC=2)(C2C=CC=CC=2)C2C=CC=CC=2)(C2C=CC=CC=2)C2C=CC=CC=2)=CC=1. The product is [CH2:14]([CH:13]([C:5]1[C:6]2[N:7]([CH3:12])[C:8](=[O:11])[NH:9][C:10]=2[C:2]([CH3:18])=[CH:3][CH:4]=1)[CH2:16][CH3:17])[CH3:15]. The yield is 0.570. (2) The reactants are [OH:1][CH:2]([C:6]1[CH:7]=[C:8]2[C:25](=[CH:26][CH:27]=1)[C:12]1=[N:13][O:14][C:15]([C:16]3[CH:21]=[CH:20][C:19]([CH2:22][CH2:23][CH3:24])=[CH:18][CH:17]=3)=[C:11]1[CH2:10][CH2:9]2)[C:3](O)=[O:4].[NH2:28][CH2:29][CH2:30][OH:31].CN1CCOCC1.F[P-](F)(F)(F)(F)F.N1(O[P+](N(C)C)(N(C)C)N(C)C)C2C=CC=CC=2N=N1. The catalyst is CN(C=O)C. The product is [OH:1][CH:2]([C:6]1[CH:7]=[C:8]2[C:25](=[CH:26][CH:27]=1)[C:12]1=[N:13][O:14][C:15]([C:16]3[CH:17]=[CH:18][C:19]([CH2:22][CH2:23][CH3:24])=[CH:20][CH:21]=3)=[C:11]1[CH2:10][CH2:9]2)[C:3]([NH:28][CH2:29][CH2:30][OH:31])=[O:4]. The yield is 0.674. (3) The reactants are [Si:1]([O:8][CH:9]1[CH2:14][CH2:13][CH:12]([C:15]2[N:20]=[C:19]([C:21]([O:23]C)=[O:22])[CH:18]=[CH:17][C:16]=2[F:25])[CH2:11][CH2:10]1)([C:4]([CH3:7])([CH3:6])[CH3:5])([CH3:3])[CH3:2].[Li+].[OH-].Cl.C(OCC)(=O)C. The catalyst is C1COCC1.CO. The product is [Si:1]([O:8][CH:9]1[CH2:10][CH2:11][CH:12]([C:15]2[N:20]=[C:19]([C:21]([OH:23])=[O:22])[CH:18]=[CH:17][C:16]=2[F:25])[CH2:13][CH2:14]1)([C:4]([CH3:7])([CH3:6])[CH3:5])([CH3:3])[CH3:2]. The yield is 0.820. (4) The reactants are [F:1][C:2]1[CH:24]=[C:23]([N+:25]([O-])=O)[CH:22]=[CH:21][C:3]=1[O:4][C:5]1[CH:10]=[CH:9][N:8]=[C:7]([NH:11][C:12](=[O:18])[O:13][C:14]([CH3:17])([CH3:16])[CH3:15])[C:6]=1[CH:19]=[CH2:20]. The catalyst is [C].[Pd]. The product is [NH2:25][C:23]1[CH:22]=[CH:21][C:3]([O:4][C:5]2[CH:10]=[CH:9][N:8]=[C:7]([NH:11][C:12](=[O:18])[O:13][C:14]([CH3:15])([CH3:17])[CH3:16])[C:6]=2[CH2:19][CH3:20])=[C:2]([F:1])[CH:24]=1. The yield is 0.890. (5) The reactants are [C:1]([O:5][C:6]1[CH:11]=[CH:10][C:9]([CH2:12][C@H:13]([NH:34]C(=O)OCC2C3C=CC=CC=3C3C2=CC=CC=3)[C:14]([N:16]([CH2:26][CH:27]([O:31][CH2:32][CH3:33])[O:28][CH2:29][CH3:30])[CH2:17][C:18]2[CH:23]=[CH:22][C:21]([F:24])=[CH:20][C:19]=2[F:25])=[O:15])=[CH:8][CH:7]=1)([CH3:4])([CH3:3])[CH3:2].N1CCCCC1. No catalyst specified. The product is [NH2:34][C@@H:13]([CH2:12][C:9]1[CH:8]=[CH:7][C:6]([O:5][C:1]([CH3:3])([CH3:2])[CH3:4])=[CH:11][CH:10]=1)[C:14]([N:16]([CH2:26][CH:27]([O:31][CH2:32][CH3:33])[O:28][CH2:29][CH3:30])[CH2:17][C:18]1[CH:23]=[CH:22][C:21]([F:24])=[CH:20][C:19]=1[F:25])=[O:15]. The yield is 1.58. (6) The reactants are [OH-].[Na+].[Br:3][C:4]1[CH:9]=[C:8]([Cl:10])[CH:7]=[CH:6][C:5]=1[SH:11].Cl[CH2:13][C:14](=[O:16])[CH3:15]. The catalyst is O. The product is [Br:3][C:4]1[CH:9]=[C:8]([Cl:10])[CH:7]=[CH:6][C:5]=1[S:11][CH2:13][C:14](=[O:16])[CH3:15]. The yield is 0.460.